This data is from Full USPTO retrosynthesis dataset with 1.9M reactions from patents (1976-2016). The task is: Predict the reactants needed to synthesize the given product. (1) Given the product [CH3:1][O:2][C:3]1[CH:4]=[C:5]2[C:10](=[CH:11][C:12]=1[O:13][CH3:14])[N:9]=[CH:8][N:7]=[C:6]2[O:15][C:16]1[CH:17]=[C:18]([NH:19][C:35]([NH:34][C:31]2[CH:30]=[C:29]([C:26]([CH3:28])([CH3:27])[CH2:25][O:24][CH3:23])[O:33][N:32]=2)=[O:36])[CH:20]=[CH:21][CH:22]=1, predict the reactants needed to synthesize it. The reactants are: [CH3:1][O:2][C:3]1[CH:4]=[C:5]2[C:10](=[CH:11][C:12]=1[O:13][CH3:14])[N:9]=[CH:8][N:7]=[C:6]2[O:15][C:16]1[CH:17]=[C:18]([CH:20]=[CH:21][CH:22]=1)[NH2:19].[CH3:23][O:24][CH2:25][C:26]([C:29]1[O:33][N:32]=[C:31]([NH:34][C:35](=O)[O:36]C2C=CC=CC=2)[CH:30]=1)([CH3:28])[CH3:27].COC1C=C2C(=CC=1OC)N=CN=C2OC1C=C(NC(NC2ON=C(C(C)C)C=2)=O)C=CC=1. (2) Given the product [CH3:1][O:2][C@@H:3]1[CH2:7][N:6]([C:8]2[CH:9]=[N:10][N:11]3[CH2:16][C@H:15]([CH3:17])[N:14]([C:18]([NH:51][C:45]4[CH:44]=[C:43]([F:42])[C:48]([F:49])=[C:47]([F:50])[CH:46]=4)=[O:20])[CH2:13][C:12]=23)[C:5](=[O:25])[CH2:4]1, predict the reactants needed to synthesize it. The reactants are: [CH3:1][O:2][C@@H:3]1[CH2:7][N:6]([C:8]2[CH:9]=[N:10][N:11]3[CH2:16][C@H:15]([CH3:17])[N:14]([C:18]([O:20]C(C)(C)C)=O)[CH2:13][C:12]=23)[C:5](=[O:25])[CH2:4]1.Cl.CCOC(C)=O.CCN(C(C)C)C(C)C.[F:42][C:43]1[CH:44]=[C:45]([NH:51]C(=O)OC2C=CC=CC=2)[CH:46]=[C:47]([F:50])[C:48]=1[F:49]. (3) Given the product [Cl:1][C:2]1[CH:3]=[C:4]([NH:9][C:10]2[N:11]=[C:12]([N:24]([CH3:26])[CH3:25])[NH:13][N:14]=2)[CH:5]=[C:6]([Cl:8])[CH:7]=1, predict the reactants needed to synthesize it. The reactants are: [Cl:1][C:2]1[CH:3]=[C:4]([NH:9][C:10]2[N:14](CC3C=CC(OC)=CC=3)[N:13]=[C:12]([N:24]([CH3:26])[CH3:25])[N:11]=2)[CH:5]=[C:6]([Cl:8])[CH:7]=1.C(O)(C(F)(F)F)=O. (4) Given the product [CH3:1][C:24]1[CH:25]=[CH:26][C:15]([CH3:14])=[CH:16][C:17]=1[O:18][CH2:19][CH2:20][C:21]([OH:23])=[O:22], predict the reactants needed to synthesize it. The reactants are: [CH3:1]C1C=CC(C)=CC=1OCCC#N.[CH3:14][C:15]1[CH:16]=[C:17]([CH:24]=[CH:25][C:26]=1C)[O:18][CH2:19][CH2:20][C:21]([OH:23])=[O:22].